Dataset: Forward reaction prediction with 1.9M reactions from USPTO patents (1976-2016). Task: Predict the product of the given reaction. (1) Given the reactants [NH2:1][C:2]1[CH:7]=[C:6]([C:8]2[CH:13]=[C:12]([C:14]([F:17])([F:16])[F:15])[CH:11]=[CH:10][C:9]=2[OH:18])[CH:5]=[CH:4][N:3]=1.C(=O)([O-])[O-].[K+].[K+].[Cl:25][C:26]1[C:27](F)=[CH:28][C:29]([F:54])=[C:30]([S:32]([N:35]([CH2:43][C:44]2[CH:49]=[CH:48][C:47]([O:50][CH3:51])=[CH:46][C:45]=2[O:52][CH3:53])[C:36]2[N:41]=[CH:40][C:39]([F:42])=[CH:38][N:37]=2)(=[O:34])=[O:33])[CH:31]=1, predict the reaction product. The product is: [NH2:1][C:2]1[CH:7]=[C:6]([C:8]2[CH:13]=[C:12]([C:14]([F:15])([F:17])[F:16])[CH:11]=[CH:10][C:9]=2[O:18][C:27]2[C:26]([Cl:25])=[CH:31][C:30]([S:32]([N:35]([CH2:43][C:44]3[CH:49]=[CH:48][C:47]([O:50][CH3:51])=[CH:46][C:45]=3[O:52][CH3:53])[C:36]3[N:37]=[CH:38][C:39]([F:42])=[CH:40][N:41]=3)(=[O:33])=[O:34])=[C:29]([F:54])[CH:28]=2)[CH:5]=[CH:4][N:3]=1. (2) The product is: [NH2:28][C:19]1[C:18]([N:1]2[CH2:6][CH2:5][CH2:4][C@H:3]([NH:7][C:8](=[O:14])[O:9][C:10]([CH3:11])([CH3:13])[CH3:12])[CH2:2]2)=[N:17][CH:16]=[N:21][CH:20]=1. Given the reactants [NH:1]1[CH2:6][CH2:5][CH2:4][C@H:3]([NH:7][C:8](=[O:14])[O:9][C:10]([CH3:13])([CH3:12])[CH3:11])[CH2:2]1.Cl[C:16]1[N:21]=[C:20](N2CCCCC2)[C:19]([N+:28]([O-])=O)=[CH:18][N:17]=1, predict the reaction product.